Dataset: Forward reaction prediction with 1.9M reactions from USPTO patents (1976-2016). Task: Predict the product of the given reaction. Given the reactants [CH2:1]([O:8][N:9]1[C:15](=[O:16])[N:14]2[CH2:17][C@H:10]1[CH2:11][CH2:12][C@H:13]2[C:18]([OH:20])=O)[C:2]1[CH:7]=[CH:6][CH:5]=[CH:4][CH:3]=1.[N:21]1([NH2:27])[CH2:26][CH2:25][O:24][CH2:23][CH2:22]1.ON1C2C=CC=CC=2N=N1.Cl.C(N=C=NCCCN(C)C)C, predict the reaction product. The product is: [CH2:1]([O:8][N:9]1[C:15](=[O:16])[N:14]2[CH2:17][C@H:10]1[CH2:11][CH2:12][C@H:13]2[C:18]([NH:27][N:21]1[CH2:26][CH2:25][O:24][CH2:23][CH2:22]1)=[O:20])[C:2]1[CH:3]=[CH:4][CH:5]=[CH:6][CH:7]=1.